From a dataset of Catalyst prediction with 721,799 reactions and 888 catalyst types from USPTO. Predict which catalyst facilitates the given reaction. (1) Reactant: [I:1][C:2]1[C:3]([S:12][C:13]2[NH:14][C:15]3[CH:20]=[CH:19][N:18]=[C:17]([NH2:21])[C:16]=3[N:22]=2)=[CH:4][C:5]2[O:10][CH2:9][CH2:8][O:7][C:6]=2[CH:11]=1.Br[CH2:24][CH2:25][N:26]1[C:34](=[O:35])[C:33]2[C:28](=[CH:29][CH:30]=[CH:31][CH:32]=2)[C:27]1=[O:36].C([O-])([O-])=O.[Cs+].[Cs+].NC1C2N=C(SC3C(I)=CC4OCOC=4C=3)N(CCN3C(=O)C4C(=CC=CC=4)C3=O)C=2C=CN=1. Product: [NH2:21][C:17]1[C:16]2[N:22]=[C:13]([S:12][C:3]3[C:2]([I:1])=[CH:11][C:6]4[O:7][CH2:8][CH2:9][O:10][C:5]=4[CH:4]=3)[N:14]([CH2:24][CH2:25][N:26]3[C:27](=[O:36])[C:28]4[C:33](=[CH:32][CH:31]=[CH:30][CH:29]=4)[C:34]3=[O:35])[C:15]=2[CH:20]=[CH:19][N:18]=1. The catalyst class is: 3. (2) Reactant: [Cl:1][C:2]1[N:11]=[CH:10][C:9]2[CH2:8][CH2:7][CH2:6][C:5](=NO)[C:4]=2[N:3]=1.[OH2:14]. Product: [Cl:1][C:2]1[N:11]=[CH:10][C:9]2[CH2:8][CH2:7][CH2:6][C:5](=[O:14])[C:4]=2[N:3]=1. The catalyst class is: 21. (3) Reactant: [C:1]([O:5][C:6]([N:8]1[CH2:13][CH2:12][CH:11]([N:14]2[C:18]([C:19]3[CH:24]=[CH:23][N:22]=[C:21](SC)[N:20]=3)=[C:17]([C:27]3[CH:32]=[CH:31][C:30]([F:33])=[CH:29][CH:28]=3)[C:16](=[O:34])[N:15]2[CH3:35])[CH2:10][CH2:9]1)=[O:7])([CH3:4])([CH3:3])[CH3:2].Cl[C:37]1C=CC=C(C(OO)=O)C=1.[S:47](=[O:50])(O)[O-:48].[Na+]. Product: [C:1]([O:5][C:6]([N:8]1[CH2:13][CH2:12][CH:11]([N:14]2[C:18]([C:19]3[CH:24]=[CH:23][N:22]=[C:21]([S:47]([CH3:37])(=[O:50])=[O:48])[N:20]=3)=[C:17]([C:27]3[CH:28]=[CH:29][C:30]([F:33])=[CH:31][CH:32]=3)[C:16](=[O:34])[N:15]2[CH3:35])[CH2:10][CH2:9]1)=[O:7])([CH3:4])([CH3:2])[CH3:3]. The catalyst class is: 22. (4) Reactant: [H-].[Na+].[CH3:3][C:4]1[S:8][C:7]([NH:9][S:10]([C:13]2[CH:18]=[CH:17][C:16]([N+:19]([O-:21])=[O:20])=[CH:15][CH:14]=2)(=[O:12])=[O:11])=[N:6][N:5]=1.[CH3:22]I. Product: [CH3:22][N:9]([C:7]1[S:8][C:4]([CH3:3])=[N:5][N:6]=1)[S:10]([C:13]1[CH:14]=[CH:15][C:16]([N+:19]([O-:21])=[O:20])=[CH:17][CH:18]=1)(=[O:11])=[O:12]. The catalyst class is: 1. (5) Reactant: [NH:1]1[C:5]2=[N:6][CH:7]=[CH:8][C:9]([O:10][C:11]3[CH:16]=[CH:15][C:14]([NH2:17])=[CH:13][C:12]=3[F:18])=[C:4]2[CH:3]=[CH:2]1.[Cl:19][C:20]1[C:25]([C:26]([NH:28][C:29]2[CH:34]=[CH:33][C:32]([F:35])=[CH:31][C:30]=2[F:36])=[O:27])=[CH:24][N:23]=[CH:22][CH:21]=1.O.C1(C)C=CC(S(O)(=O)=O)=CC=1.Cl. Product: [ClH:19].[NH:1]1[C:5]2=[N:6][CH:7]=[CH:8][C:9]([O:10][C:11]3[CH:16]=[CH:15][C:14]([NH:17][C:20]4[C:25]([C:26]([NH:28][C:29]5[CH:34]=[CH:33][C:32]([F:35])=[CH:31][C:30]=5[F:36])=[O:27])=[CH:24][N:23]=[CH:22][CH:21]=4)=[CH:13][C:12]=3[F:18])=[C:4]2[CH:3]=[CH:2]1. The catalyst class is: 37. (6) Reactant: C(O[CH:4](OCC)[C:5]([C:7]1[CH:16]=[CH:15][C:10]([C:11]([O:13][CH3:14])=[O:12])=[CH:9][CH:8]=1)=O)C.Cl.[NH2:21][NH:22][C:23]([NH2:25])=[O:24].C(N(CC)C(C)C)(C)C.CO. Product: [O:24]=[C:23]1[N:25]=[CH:4][C:5]([C:7]2[CH:8]=[CH:9][C:10]([C:11]([O:13][CH3:14])=[O:12])=[CH:15][CH:16]=2)=[N:21][NH:22]1. The catalyst class is: 279.